This data is from Peptide-MHC class I binding affinity with 185,985 pairs from IEDB/IMGT. The task is: Regression. Given a peptide amino acid sequence and an MHC pseudo amino acid sequence, predict their binding affinity value. This is MHC class I binding data. The peptide sequence is SSEQTFMYY. The MHC is HLA-A01:01 with pseudo-sequence HLA-A01:01. The binding affinity (normalized) is 0.653.